Dataset: Forward reaction prediction with 1.9M reactions from USPTO patents (1976-2016). Task: Predict the product of the given reaction. (1) Given the reactants [N:1]1([C:5]([N:7]2[CH2:13][C:12]3[CH:14]=[CH:15][C:16]([C:18](OC)=[O:19])=[CH:17][C:11]=3[O:10][CH2:9][C@@H:8]2[CH3:22])=[O:6])[CH2:4][CH2:3][CH2:2]1.[NH2:23][OH:24].[OH-].[Na+], predict the reaction product. The product is: [N:1]1([C:5]([N:7]2[CH2:13][C:12]3[CH:14]=[CH:15][C:16]([C:18]([NH:23][OH:24])=[O:19])=[CH:17][C:11]=3[O:10][CH2:9][C@@H:8]2[CH3:22])=[O:6])[CH2:4][CH2:3][CH2:2]1. (2) Given the reactants [CH3:1][O:2][C:3]1[CH:28]=[CH:27][C:6]([CH2:7][N:8]([C:22]2[S:23][CH:24]=[CH:25][N:26]=2)[S:9]([C:12]2[CH:13]=[CH:14][C:15]3[NH:20][CH2:19][CH2:18][O:17][C:16]=3[CH:21]=2)(=[O:11])=[O:10])=[CH:5][CH:4]=1.CC1(C)C2C(=C(P(C3C=CC=CC=3)C3C=CC=CC=3)C=CC=2)OC2C(P(C3C=CC=CC=3)C3C=CC=CC=3)=CC=CC1=2.[Br:71][C:72]1[CH:77]=[C:76]([Cl:78])[CH:75]=[CH:74][C:73]=1I.CC(C)([O-])C.[Na+], predict the reaction product. The product is: [Br:71][C:72]1[CH:77]=[C:76]([Cl:78])[CH:75]=[CH:74][C:73]=1[N:20]1[CH2:19][CH2:18][O:17][C:16]2[CH:21]=[C:12]([S:9]([N:8]([CH2:7][C:6]3[CH:5]=[CH:4][C:3]([O:2][CH3:1])=[CH:28][CH:27]=3)[C:22]3[S:23][CH:24]=[CH:25][N:26]=3)(=[O:11])=[O:10])[CH:13]=[CH:14][C:15]1=2. (3) Given the reactants [C:1]([O:5][C:6]([N:8]1[CH2:13][CH2:12][CH:11]([C:14]2([C:19]([O:21]CC)=[O:20])[CH2:18][CH2:17][CH2:16][CH2:15]2)[CH2:10][CH2:9]1)=[O:7])([CH3:4])([CH3:3])[CH3:2].[OH-].[Na+].Cl, predict the reaction product. The product is: [C:1]([O:5][C:6]([N:8]1[CH2:9][CH2:10][CH:11]([C:14]2([C:19]([OH:21])=[O:20])[CH2:18][CH2:17][CH2:16][CH2:15]2)[CH2:12][CH2:13]1)=[O:7])([CH3:4])([CH3:2])[CH3:3]. (4) Given the reactants F[C:2]1[N:7]2[CH:8]=[C:9]([CH2:11][N:12]([CH3:23])[C@@H:13]3[C:22]4[N:21]=[CH:20][CH:19]=[CH:18][C:17]=4[CH2:16][CH2:15][CH2:14]3)[N:10]=[C:6]2[CH:5]=[CH:4][CH:3]=1.[N:24]12[CH2:32][CH2:31][CH2:30][CH:29]1[CH2:28][NH:27][CH2:26][CH2:25]2, predict the reaction product. The product is: [CH2:28]1[N:27]([C:2]2[N:7]3[CH:8]=[C:9]([CH2:11][N:12]([CH3:23])[C@@H:13]4[C:22]5[N:21]=[CH:20][CH:19]=[CH:18][C:17]=5[CH2:16][CH2:15][CH2:14]4)[N:10]=[C:6]3[CH:5]=[CH:4][CH:3]=2)[CH2:26][CH2:25][N:24]2[CH2:32][CH2:31][CH2:30][CH:29]12. (5) Given the reactants C([Mg]Cl)(C)C.[CH3:6][C:7]1[CH:16]=[CH:15][C:10]([C:11](OC)=[O:12])=[CH:9][C:8]=1[N:17]1[CH:22]=[CH:21][N:20]=[C:19]([NH:23][C@@H:24]([C:33]2[C:42]3[C:37](=[CH:38][CH:39]=[CH:40][CH:41]=3)[CH:36]=[CH:35][CH:34]=2)[C@@H:25]([CH3:32])[CH2:26][N:27]2[CH2:31][CH2:30][CH2:29][CH2:28]2)[C:18]1=[O:43].Cl.[CH3:45][O:46][NH2:47], predict the reaction product. The product is: [CH3:45][O:46][NH:47][C:11](=[O:12])[C:10]1[CH:15]=[CH:16][C:7]([CH3:6])=[C:8]([N:17]2[CH:22]=[CH:21][N:20]=[C:19]([NH:23][C@@H:24]([C:33]3[C:42]4[C:37](=[CH:38][CH:39]=[CH:40][CH:41]=4)[CH:36]=[CH:35][CH:34]=3)[C@@H:25]([CH3:32])[CH2:26][N:27]3[CH2:31][CH2:30][CH2:29][CH2:28]3)[C:18]2=[O:43])[CH:9]=1. (6) Given the reactants [N:1]1[CH:6]=[CH:5][CH:4]=[C:3]([N:7]2[CH:11]=[C:10]([C:12]3[N:17]=[C:16]([C:18]#[N:19])[CH:15]=[CH:14][CH:13]=3)[CH:9]=[N:8]2)[CH:2]=1.[NH4+]=[S:21], predict the reaction product. The product is: [N:1]1[CH:6]=[CH:5][CH:4]=[C:3]([N:7]2[CH:11]=[C:10]([C:12]3[N:17]=[C:16]([C:18](=[S:21])[NH2:19])[CH:15]=[CH:14][CH:13]=3)[CH:9]=[N:8]2)[CH:2]=1. (7) Given the reactants [N+:1]([C:4]1[CH:12]=[C:11]2[C:7]([CH:8]=[CH:9][NH:10]2)=[CH:6][CH:5]=1)([O-:3])=[O:2].Cl.Cl[CH2:15][C:16]1[CH:21]=[CH:20][CH:19]=[CH:18][N:17]=1.[Cl-].[NH4+], predict the reaction product. The product is: [N+:1]([C:4]1[CH:12]=[C:11]2[C:7]([CH:8]=[CH:9][N:10]2[CH2:15][C:16]2[CH:21]=[CH:20][CH:19]=[CH:18][N:17]=2)=[CH:6][CH:5]=1)([O-:3])=[O:2].